This data is from Peptide-MHC class I binding affinity with 185,985 pairs from IEDB/IMGT. The task is: Regression. Given a peptide amino acid sequence and an MHC pseudo amino acid sequence, predict their binding affinity value. This is MHC class I binding data. (1) The MHC is HLA-A03:01 with pseudo-sequence HLA-A03:01. The binding affinity (normalized) is 0.591. The peptide sequence is MGYWIESSK. (2) The peptide sequence is EELRSLFNTV. The MHC is HLA-B39:01 with pseudo-sequence HLA-B39:01. The binding affinity (normalized) is 0.0847. (3) The peptide sequence is DRFFKTLRA. The MHC is HLA-B45:01 with pseudo-sequence HLA-B45:01. The binding affinity (normalized) is 0.0668. (4) The peptide sequence is KRMGVQMQR. The MHC is HLA-B35:01 with pseudo-sequence HLA-B35:01. The binding affinity (normalized) is 0.0847. (5) The peptide sequence is RVCAEMVAK. The MHC is HLA-B46:01 with pseudo-sequence HLA-B46:01. The binding affinity (normalized) is 0.0847. (6) The peptide sequence is WHTTKGAAL. The MHC is HLA-B44:02 with pseudo-sequence HLA-B44:02. The binding affinity (normalized) is 0.0847. (7) The peptide sequence is LMNNAFEWIV. The MHC is HLA-A02:01 with pseudo-sequence HLA-A02:01. The binding affinity (normalized) is 0.628.